This data is from HIV replication inhibition screening data with 41,000+ compounds from the AIDS Antiviral Screen. The task is: Binary Classification. Given a drug SMILES string, predict its activity (active/inactive) in a high-throughput screening assay against a specified biological target. (1) The molecule is Cc1cc(Br)cc(C)c1NC(=O)C(=O)C(C(=O)c1ccncc1)C1OC(=O)c2ccccc21. The result is 0 (inactive). (2) The result is 0 (inactive). The molecule is O=C1CC(C(O)(C(F)(F)F)C(F)(F)Cl)CCC1C(O)(C(F)(F)F)C(F)(F)Cl.